The task is: Predict the reaction yield, written as a fraction of the theoretical maximum amount of product (1.0 means a 100% yield; for example, 0.34 means a 34% yield).. This data is from Reaction yield outcomes from USPTO patents with 853,638 reactions. (1) The reactants are F[P-](F)(F)(F)(F)F.N1(OC(N(C)C)=[N+](C)C)C2N=CC=CC=2N=N1.[C:25]([O:29][C:30]([NH:32][C:33]1([C:48](O)=[O:49])[CH2:38][CH2:37][N:36]([C:39]2[C:40]3[CH:47]=[CH:46][NH:45][C:41]=3[N:42]=[CH:43][N:44]=2)[CH2:35][CH2:34]1)=[O:31])([CH3:28])([CH3:27])[CH3:26].CCN(C(C)C)C(C)C.[NH2:60][C@@H:61]([C:67]1[CH:72]=[CH:71][C:70]([Cl:73])=[CH:69][CH:68]=1)[CH2:62][C:63]([O:65][CH3:66])=[O:64]. The catalyst is CN1C(=O)CCC1.CCOC(C)=O. The product is [C:25]([O:29][C:30]([NH:32][C:33]1([C:48]([NH:60][C@@H:61]([C:67]2[CH:68]=[CH:69][C:70]([Cl:73])=[CH:71][CH:72]=2)[CH2:62][C:63]([O:65][CH3:66])=[O:64])=[O:49])[CH2:38][CH2:37][N:36]([C:39]2[C:40]3[CH:47]=[CH:46][NH:45][C:41]=3[N:42]=[CH:43][N:44]=2)[CH2:35][CH2:34]1)=[O:31])([CH3:26])([CH3:28])[CH3:27]. The yield is 1.00. (2) The reactants are Cl.[NH2:2][OH:3].[CH3:4][O-:5].[Na+].CO.COC(=O)CC1C=CC([NH:19][C:20](=[O:42])[C:21]2[CH:26]=[CH:25][C:24]([C:27]#[C:28][C:29]3[CH:34]=[CH:33][C:32]([CH2:35][N:36]4[CH2:41][CH2:40][O:39][CH2:38][CH2:37]4)=[CH:31][CH:30]=3)=[CH:23][CH:22]=2)=CC=1.Cl. The catalyst is CO.C1COCC1.CO. The product is [OH:3][NH:2][C:4]([C@H:20]([C:21]1[CH:26]=[CH:25][CH:24]=[CH:23][CH:22]=1)[NH:19][C:20](=[O:42])[C:21]1[CH:26]=[CH:25][C:24]([C:27]#[C:28][C:29]2[CH:34]=[CH:33][C:32]([CH2:35][N:36]3[CH2:41][CH2:40][O:39][CH2:38][CH2:37]3)=[CH:31][CH:30]=2)=[CH:23][CH:22]=1)=[O:5]. The yield is 0.0830. (3) The reactants are [OH2:1].[C:2]1([CH3:12])[CH:7]=[CH:6][C:5](S(O)(=O)=O)=[CH:4][CH:3]=1.[O:13]1[CH2:17][CH2:16][CH2:15][CH2:14]1. The catalyst is O. The product is [OH:13][CH:17]([C:5]1[CH:6]=[CH:7][C:2]([CH:12]=[O:1])=[CH:3][CH:4]=1)[CH2:16][CH2:15][CH3:14]. The yield is 0.510. (4) The reactants are [Br:1][C:2]1[CH:3]=[C:4]([F:10])[C:5]([F:9])=[C:6]([OH:8])[CH:7]=1.[O:11]1[CH:16]=[CH:15][CH2:14][CH2:13][CH2:12]1. The catalyst is C(Cl)Cl.CC1C=CC(S([O-])(=O)=O)=CC=1.C1C=C[NH+]=CC=1. The product is [Br:1][C:2]1[CH:3]=[C:4]([F:10])[C:5]([F:9])=[C:6]([CH:7]=1)[O:8][CH:12]1[CH2:13][CH2:14][CH2:15][CH2:16][O:11]1. The yield is 0.650. (5) The reactants are [C:1]([O:5][C:6]([N:8]1[CH2:13][CH2:12][N:11]([C:14]2[CH:19]=[C:18]([O:20]CC3C=CC=CC=3)[CH:17]=[CH:16][C:15]=2[NH:28][C:29]([C:31]2[C:40]3[C:35](=[CH:36][CH:37]=[CH:38][CH:39]=3)[CH:34]=[CH:33][CH:32]=2)=[O:30])[CH2:10][CH2:9]1)=[O:7])([CH3:4])([CH3:3])[CH3:2].[H][H]. The catalyst is CO.C(OCC)(=O)C.[Pd]. The product is [C:1]([O:5][C:6]([N:8]1[CH2:13][CH2:12][N:11]([C:14]2[CH:19]=[C:18]([OH:20])[CH:17]=[CH:16][C:15]=2[NH:28][C:29]([C:31]2[C:40]3[C:35](=[CH:36][CH:37]=[CH:38][CH:39]=3)[CH:34]=[CH:33][CH:32]=2)=[O:30])[CH2:10][CH2:9]1)=[O:7])([CH3:4])([CH3:2])[CH3:3]. The yield is 1.00. (6) The reactants are Br[C:2]1[CH:3]=[CH:4][C:5]([C:8]([C:14]2[CH:15]=[N:16][CH:17]=[N:18][CH:19]=2)([OH:13])[C:9]([CH3:12])([CH3:11])[CH3:10])=[N:6][CH:7]=1.[F:20][C:21]([C:24]1[CH:29]=[CH:28][C:27](B2OC(C)(C)C(C)(C)O2)=[CH:26][CH:25]=1)([F:23])[CH3:22]. No catalyst specified. The product is [F:20][C:21]([C:24]1[CH:29]=[CH:28][C:27]([C:2]2[CH:3]=[CH:4][C:5]([C:8]([C:14]3[CH:15]=[N:16][CH:17]=[N:18][CH:19]=3)([OH:13])[C:9]([CH3:12])([CH3:11])[CH3:10])=[N:6][CH:7]=2)=[CH:26][CH:25]=1)([F:23])[CH3:22]. The yield is 0.650. (7) The reactants are [NH2:1][C@H:2]([C:13]([OH:15])=[O:14])[CH2:3][C:4]1[C:12]2[C:7](=[CH:8][CH:9]=[CH:10][CH:11]=2)[NH:6][CH:5]=1.S(Cl)(Cl)=O. The catalyst is C(O)CCC. The product is [CH2:13]([O:14][C:13](=[O:15])[C@H:2]([CH2:3][C:4]1[C:12]2[C:7](=[CH:8][CH:9]=[CH:10][CH:11]=2)[NH:6][CH:5]=1)[NH2:1])[CH2:2][CH2:3][CH3:4]. The yield is 0.910.